This data is from Reaction yield outcomes from USPTO patents with 853,638 reactions. The task is: Predict the reaction yield, written as a fraction of the theoretical maximum amount of product (1.0 means a 100% yield; for example, 0.34 means a 34% yield). (1) The reactants are [NH2:1][C:2]1[CH:24]=[CH:23][C:5]([CH2:6][C@@H:7]([C:19]([O:21][CH3:22])=[O:20])[NH:8][C:9](=[O:18])[C:10]2[C:15]([Cl:16])=[CH:14][CH:13]=[CH:12][C:11]=2[Cl:17])=[CH:4][CH:3]=1.OP=O.CCN=C=NCCCN(C)C.[N:39]1[C:48]2[NH:47][CH2:46][CH2:45][CH2:44][C:43]=2[CH:42]=[CH:41][C:40]=1[CH2:49][C:50](O)=[O:51]. The catalyst is C(Cl)Cl. The product is [Cl:17][C:11]1[CH:12]=[CH:13][CH:14]=[C:15]([Cl:16])[C:10]=1[C:9]([NH:8][C@H:7]([C:19]([O:21][CH3:22])=[O:20])[CH2:6][C:5]1[CH:4]=[CH:3][C:2]([NH:1][C:50](=[O:51])[CH2:49][C:40]2[CH:41]=[CH:42][C:43]3[CH2:44][CH2:45][CH2:46][NH:47][C:48]=3[N:39]=2)=[CH:24][CH:23]=1)=[O:18]. The yield is 0.410. (2) The reactants are Cl[C:2]1[O:3][C:4]2[CH:10]=[CH:9][CH:8]=[CH:7][C:5]=2[N:6]=1.[N:11]12[CH2:19][CH2:18][CH:15]([CH2:16][CH2:17]1)[NH:14][CH2:13][CH2:12]2.CCN(C(C)C)C(C)C. The catalyst is CO.C(Cl)(Cl)Cl.C([O-])(O)=O.[Na+]. The product is [O:3]1[C:4]2[CH:10]=[CH:9][CH:8]=[CH:7][C:5]=2[N:6]=[C:2]1[N:14]1[CH:15]2[CH2:18][CH2:19][N:11]([CH2:17][CH2:16]2)[CH2:12][CH2:13]1. The yield is 0.350. (3) The reactants are [Cl-].O[NH3+:3].[C:4](=[O:7])([O-])[OH:5].[Na+].CS(C)=O.[S:13]1[C:17]2[CH:18]=[CH:19][CH:20]=[CH:21][C:16]=2[CH:15]=[C:14]1[CH2:22][N:23]1[C:28](=[O:29])[C:27]([CH2:30][C:31]2[CH:36]=[CH:35][C:34]([C:37]3[C:38]([C:43]#[N:44])=[CH:39][CH:40]=[CH:41][CH:42]=3)=[CH:33][CH:32]=2)=[C:26]([CH2:45][CH2:46][CH2:47][CH3:48])[N:25]=[C:24]1[CH3:49]. The catalyst is C(OCC)(=O)C. The product is [S:13]1[C:17]2[CH:18]=[CH:19][CH:20]=[CH:21][C:16]=2[CH:15]=[C:14]1[CH2:22][N:23]1[C:28](=[O:29])[C:27]([CH2:30][C:31]2[CH:36]=[CH:35][C:34]([C:37]3[CH:42]=[CH:41][CH:40]=[CH:39][C:38]=3[C:43]3[NH:3][C:4](=[O:7])[O:5][N:44]=3)=[CH:33][CH:32]=2)=[C:26]([CH2:45][CH2:46][CH2:47][CH3:48])[N:25]=[C:24]1[CH3:49]. The yield is 0.510. (4) The reactants are [CH2:1]([N:3]1[CH2:22][CH2:21][C:5]2([CH2:9][N:8]([C:10]3[CH:15]=[C:14]([N+:16]([O-])=O)[C:13]([NH2:19])=[C:12]([CH3:20])[CH:11]=3)[CH2:7][CH2:6]2)[CH2:4]1)[CH3:2].C(O)(=O)C.[Cl:27][C:28]1[C:33]([CH:34]=O)=[C:32]([I:36])[CH:31]=[CH:30][N:29]=1. The catalyst is CO.[Pd]. The product is [Cl:27][C:28]1[C:33]([C:34]2[NH:16][C:14]3[CH:15]=[C:10]([N:8]4[CH2:7][CH2:6][C:5]5([CH2:21][CH2:22][N:3]([CH2:1][CH3:2])[CH2:4]5)[CH2:9]4)[CH:11]=[C:12]([CH3:20])[C:13]=3[N:19]=2)=[C:32]([I:36])[CH:31]=[CH:30][N:29]=1. The yield is 0.860. (5) The reactants are [OH:1][C:2]1[CH:7]=[CH:6][C:5]([C:8]2[CH:9]=[C:10]3[C:15](=[CH:16][CH:17]=2)[N:14]=[C:13]([C:18]([O:20][CH3:21])=[O:19])[CH:12]=[CH:11]3)=[CH:4][CH:3]=1.[CH:22]1([C:27]2[C:31]([CH2:32]O)=[C:30]([CH:34]3[CH2:38][CH2:37][CH2:36][CH2:35]3)[O:29][N:28]=2)[CH2:26][CH2:25][CH2:24][CH2:23]1.C1(P(C2C=CC=CC=2)C2C=CC=CC=2)C=CC=CC=1.N(C(OC(C)C)=O)=NC(OC(C)C)=O. The catalyst is ClCCl. The product is [CH:22]1([C:27]2[C:31]([CH2:32][O:1][C:2]3[CH:7]=[CH:6][C:5]([C:8]4[CH:9]=[C:10]5[C:15](=[CH:16][CH:17]=4)[N:14]=[C:13]([C:18]([O:20][CH3:21])=[O:19])[CH:12]=[CH:11]5)=[CH:4][CH:3]=3)=[C:30]([CH:34]3[CH2:35][CH2:36][CH2:37][CH2:38]3)[O:29][N:28]=2)[CH2:26][CH2:25][CH2:24][CH2:23]1. The yield is 0.350.